Dataset: Catalyst prediction with 721,799 reactions and 888 catalyst types from USPTO. Task: Predict which catalyst facilitates the given reaction. (1) Reactant: C([O:3][C:4](=O)[CH:5]([C:25]1[CH:30]=[CH:29][CH:28]=[CH:27][N:26]=1)[CH2:6][C:7]([C:9]1[CH:14]=[CH:13][C:12]([O:15][CH2:16][CH2:17][CH2:18][N:19]2[CH2:23][CH2:22][CH2:21][C@H:20]2[CH3:24])=[CH:11][CH:10]=1)=O)C.O.[NH2:33][NH2:34].Cl.CO. Product: [CH3:24][C@@H:20]1[CH2:21][CH2:22][CH2:23][N:19]1[CH2:18][CH2:17][CH2:16][O:15][C:12]1[CH:13]=[CH:14][C:9]([C:7]2[CH2:6][CH:5]([C:25]3[CH:30]=[CH:29][CH:28]=[CH:27][N:26]=3)[C:4](=[O:3])[NH:33][N:34]=2)=[CH:10][CH:11]=1. The catalyst class is: 15. (2) Product: [Cl:1][C:2]1[CH:7]=[C:6]([Cl:8])[CH:5]=[CH:4][C:3]=1[C:9]1[S:13][C:12]([C:14]([N:16]2[CH2:17][CH2:18][C:19]([C:25]3[CH:30]=[CH:29][CH:28]=[CH:27][CH:26]=3)([C:22]([NH2:24])=[O:23])[CH2:20][CH2:21]2)=[O:15])=[CH:11][C:10]=1[C:31]1[CH:32]=[CH:33][C:34]([O:37][CH2:45][CH2:46][CH2:47][OH:48])=[CH:35][CH:36]=1. The catalyst class is: 3. Reactant: [Cl:1][C:2]1[CH:7]=[C:6]([Cl:8])[CH:5]=[CH:4][C:3]=1[C:9]1[S:13][C:12]([C:14]([N:16]2[CH2:21][CH2:20][C:19]([C:25]3[CH:30]=[CH:29][CH:28]=[CH:27][CH:26]=3)([C:22]([NH2:24])=[O:23])[CH2:18][CH2:17]2)=[O:15])=[CH:11][C:10]=1[C:31]1[CH:36]=[CH:35][C:34]([OH:37])=[CH:33][CH:32]=1.C([O-])([O-])=O.[K+].[K+].Cl[CH2:45][CH2:46][CH2:47][OH:48].